From a dataset of Forward reaction prediction with 1.9M reactions from USPTO patents (1976-2016). Predict the product of the given reaction. (1) Given the reactants Cl[C:2]1[C:7]([C:8]([F:11])([F:10])[F:9])=[CH:6][N:5]=[C:4]([NH:12][C:13]2[CH:18]=[CH:17][C:16]([P:19]([CH3:22])([CH3:21])=[O:20])=[CH:15][CH:14]=2)[N:3]=1.Cl.[CH3:24][C:25]1[CH:26]=[C:27]([CH:29]=[C:30]([CH3:32])[CH:31]=1)[NH2:28], predict the reaction product. The product is: [CH3:24][C:25]1[CH:26]=[C:27]([NH:28][C:2]2[C:7]([C:8]([F:11])([F:10])[F:9])=[CH:6][N:5]=[C:4]([NH:12][C:13]3[CH:18]=[CH:17][C:16]([P:19]([CH3:22])([CH3:21])=[O:20])=[CH:15][CH:14]=3)[N:3]=2)[CH:29]=[C:30]([CH3:32])[CH:31]=1. (2) Given the reactants [CH3:1][O:2][C:3](=[O:13])[C:4]1[CH:9]=[C:8]([F:10])[C:7]([OH:11])=[C:6]([Br:12])[CH:5]=1.C(=O)([O-])[O-].[K+].[K+].[CH3:20][O:21][CH2:22]Cl, predict the reaction product. The product is: [CH3:1][O:2][C:3](=[O:13])[C:4]1[CH:9]=[C:8]([F:10])[C:7]([O:11][CH2:20][O:21][CH3:22])=[C:6]([Br:12])[CH:5]=1. (3) The product is: [ClH:24].[F:23][C:2]([F:1])([F:22])[CH:3]([CH:9]1[CH2:10][CH2:11][NH:12][CH2:13][CH2:14]1)[OH:4]. Given the reactants [F:1][C:2]([F:23])([F:22])[CH:3]([CH:9]1[CH2:14][CH2:13][N:12](C(OC(C)(C)C)=O)[CH2:11][CH2:10]1)[O:4][Si](C)(C)C.[ClH:24].CCOCC, predict the reaction product. (4) The product is: [CH2:22]([O:21][C:19](=[O:20])[CH2:18][N:5]([C:4]([O:3][CH2:1][CH3:2])=[O:14])[CH2:6][CH2:7][C:8]1[O:9][C:10]([CH3:13])=[CH:11][CH:12]=1)[CH3:23]. Given the reactants [CH2:1]([O:3][C:4](=[O:14])[NH:5][CH2:6][CH2:7][C:8]1[O:9][C:10]([CH3:13])=[CH:11][CH:12]=1)[CH3:2].[H-].[Na+].Br[CH2:18][C:19]([O:21][CH2:22][CH3:23])=[O:20].O, predict the reaction product. (5) Given the reactants [Cl:1][C:2]1[N:3]=[C:4]([N:21]2[CH2:26][CH2:25][O:24][CH2:23][CH2:22]2)[C:5]2[CH:10]=[CH:9][N:8]([CH2:11][C:12]3[CH:17]=[CH:16][CH:15]=[C:14]([N+:18]([O-])=O)[CH:13]=3)[C:6]=2[N:7]=1.NN, predict the reaction product. The product is: [Cl:1][C:2]1[N:3]=[C:4]([N:21]2[CH2:26][CH2:25][O:24][CH2:23][CH2:22]2)[C:5]2[CH:10]=[CH:9][N:8]([CH2:11][C:12]3[CH:13]=[C:14]([CH:15]=[CH:16][CH:17]=3)[NH2:18])[C:6]=2[N:7]=1. (6) Given the reactants [OH:1][CH:2]1[CH2:5][O:4][CH2:3]1.CC([O-])(C)C.[K+].Cl[C:13]1[C:18]([C:19]([NH:21][CH2:22][C:23]2[CH:28]=[CH:27][CH:26]=[C:25]([F:29])[CH:24]=2)=[O:20])=[C:17]([CH3:30])[CH:16]=[C:15]([N:31]2[CH2:36][CH2:35][O:34][CH2:33][CH2:32]2)[N:14]=1.O, predict the reaction product. The product is: [F:29][C:25]1[CH:24]=[C:23]([CH2:22][NH:21][C:19]([C:18]2[C:13]([O:1][CH:2]3[CH2:5][O:4][CH2:3]3)=[N:14][C:15]([N:31]3[CH2:36][CH2:35][O:34][CH2:33][CH2:32]3)=[CH:16][C:17]=2[CH3:30])=[O:20])[CH:28]=[CH:27][CH:26]=1.